This data is from Full USPTO retrosynthesis dataset with 1.9M reactions from patents (1976-2016). The task is: Predict the reactants needed to synthesize the given product. (1) The reactants are: [F:1][C:2]1[CH:7]=[CH:6][CH:5]=[CH:4][C:3]=1[C:8]1[N:12]([S:13]([C:16]2[CH:21]=[CH:20][CH:19]=[C:18]([O:22][CH2:23][C:24]3([C:27](=[O:30])[NH:28][CH3:29])[CH2:26][CH2:25]3)[CH:17]=2)(=[O:15])=[O:14])[CH:11]=[C:10]([CH2:31][N:32](C)[C:33](=O)OC(C)(C)C)[CH:9]=1.FC(F)(F)C(O)=O.C(=O)(O)[O-].[Na+]. Given the product [F:1][C:2]1[CH:7]=[CH:6][CH:5]=[CH:4][C:3]=1[C:8]1[N:12]([S:13]([C:16]2[CH:17]=[C:18]([CH:19]=[CH:20][CH:21]=2)[O:22][CH2:23][C:24]2([C:27]([NH:28][CH3:29])=[O:30])[CH2:25][CH2:26]2)(=[O:15])=[O:14])[CH:11]=[C:10]([CH2:31][NH:32][CH3:33])[CH:9]=1, predict the reactants needed to synthesize it. (2) Given the product [Cl:1][C:2]1[CH:30]=[CH:29][C:5]2[N:6]([CH2:18][C:19]3[CH:20]=[C:21]([O:27][CH3:28])[CH:22]=[C:23]([O:25][CH3:26])[CH:24]=3)[C:7](=[O:17])[CH2:8][N:9]3[C:38](=[O:39])[C@@H:37]([O:36][C:35]4[CH:41]=[C:42]([O:44][CH3:45])[CH:43]=[C:33]([O:32][CH3:31])[CH:34]=4)[C@:10]3([C:11]3[CH:12]=[CH:13][CH:14]=[CH:15][CH:16]=3)[C:4]=2[CH:3]=1, predict the reactants needed to synthesize it. The reactants are: [Cl:1][C:2]1[CH:30]=[CH:29][C:5]2[N:6]([CH2:18][C:19]3[CH:24]=[C:23]([O:25][CH3:26])[CH:22]=[C:21]([O:27][CH3:28])[CH:20]=3)[C:7](=[O:17])[CH2:8][N:9]=[C:10]([C:11]3[CH:16]=[CH:15][CH:14]=[CH:13][CH:12]=3)[C:4]=2[CH:3]=1.[CH3:31][O:32][C:33]1[CH:34]=[C:35]([CH:41]=[C:42]([O:44][CH3:45])[CH:43]=1)[O:36][CH2:37][C:38](O)=[O:39]. (3) Given the product [NH2:17][C:15]1[C:16]2[C:8]([C:5]3[CH:4]=[CH:3][C:2]([NH:1][C:24](=[O:31])[C:25]4[CH:30]=[CH:29][CH:28]=[CH:27][CH:26]=4)=[CH:7][CH:6]=3)=[CH:9][O:10][C:11]=2[N:12]=[CH:13][N:14]=1, predict the reactants needed to synthesize it. The reactants are: [NH2:1][C:2]1[CH:7]=[CH:6][C:5]([C:8]2[C:16]3[C:15]([NH2:17])=[N:14][CH:13]=[N:12][C:11]=3[O:10][CH:9]=2)=[CH:4][CH:3]=1.N1C=CC=CC=1.[C:24](Cl)(=[O:31])[C:25]1[CH:30]=[CH:29][CH:28]=[CH:27][CH:26]=1. (4) Given the product [F:13][C:12]([F:15])([F:14])[C:9]1[C:10]([NH:16][CH2:17][C:18]([NH:20][CH:21]2[CH2:24][N:23]([C:25]([O:27][C:28]([CH3:31])([CH3:30])[CH3:29])=[O:26])[CH2:22]2)=[O:19])=[C:11]2[C:6](=[CH:7][CH:8]=1)[CH:5]=[N:4][N:3]=[CH:2]2, predict the reactants needed to synthesize it. The reactants are: Cl[C:2]1[C:11]2[C:6](=[CH:7][CH:8]=[C:9]([C:12]([F:15])([F:14])[F:13])[CH:10]=2)[CH:5]=[N:4][N:3]=1.[NH2:16][CH2:17][C:18]([NH:20][CH:21]1[CH2:24][N:23]([C:25]([O:27][C:28]([CH3:31])([CH3:30])[CH3:29])=[O:26])[CH2:22]1)=[O:19].C(N(CC)CC)C. (5) Given the product [NH2:18][C:2]1[N:10]=[C:9]([C:11]#[C:12][CH:13]([OH:15])[CH3:14])[N:8]=[C:7]2[C:3]=1[N:4]=[CH:5][N:6]2[CH3:16], predict the reactants needed to synthesize it. The reactants are: Cl[C:2]1[N:10]=[C:9]([C:11]#[C:12][CH:13]([OH:15])[CH3:14])[N:8]=[C:7]2[C:3]=1[N:4]=[CH:5][N:6]2[CH3:16].O.[NH3:18]. (6) Given the product [CH:1]1([CH:6]([C:10]2[CH:15]=[CH:14][C:13]([OH:16])=[CH:12][CH:11]=2)[C:7]([O:9][CH3:22])=[O:8])[CH2:5][CH2:4][CH2:3][CH2:2]1, predict the reactants needed to synthesize it. The reactants are: [CH:1]1([CH:6]([C:10]2[CH:15]=[CH:14][C:13]([OH:16])=[CH:12][CH:11]=2)[C:7]([OH:9])=[O:8])[CH2:5][CH2:4][CH2:3][CH2:2]1.S(=O)(=O)(O)O.[CH3:22]O. (7) Given the product [CH3:8][N:19]1[C:12]2=[N:13][CH:14]=[C:15]([N+:16]([O-:18])=[O:17])[C:10]([CH3:9])=[C:11]2[CH:21]=[CH:20]1, predict the reactants needed to synthesize it. The reactants are: C(=O)([O-])[O-].[K+].[K+].I[CH3:8].[CH3:9][C:10]1[C:15]([N+:16]([O-:18])=[O:17])=[CH:14][N:13]=[C:12]2[NH:19][CH:20]=[CH:21][C:11]=12.O. (8) Given the product [C:1]([C:5]1[CH:6]=[C:7]([CH:11]=[C:12]([C:14]2[N:15]([CH2:24][CH:25]3[CH2:30][CH2:29][CH2:28][CH2:27][CH2:26]3)[C:16]([CH3:23])=[C:17]([S:19](=[O:22])(=[O:21])[NH2:20])[CH:18]=2)[CH:13]=1)[C:8]([NH:67][CH2:66][CH:65]([CH3:68])[CH3:64])=[O:10])([CH3:3])([CH3:4])[CH3:2], predict the reactants needed to synthesize it. The reactants are: [C:1]([C:5]1[CH:6]=[C:7]([CH:11]=[C:12]([C:14]2[N:15]([CH2:24][CH:25]3[CH2:30][CH2:29][CH2:28][CH2:27][CH2:26]3)[C:16]([CH3:23])=[C:17]([S:19](=[O:22])(=[O:21])[NH2:20])[CH:18]=2)[CH:13]=1)[C:8]([OH:10])=O)([CH3:4])([CH3:3])[CH3:2].CCN(C(C)C)C(C)C.CN(C(ON1N=NC2C=CC=NC1=2)=[N+](C)C)C.F[P-](F)(F)(F)(F)F.[CH3:64][CH:65]([CH3:68])[CH2:66][NH2:67]. (9) Given the product [C:17]([C:16]1[CH:15]=[C:14]([C:8]2[C:7]3[CH:22]=[C:3]([O:2][CH3:1])[C:4]([O:23][CH3:24])=[CH:5][C:6]=3[NH:12][C:11](=[S:26])[CH2:10][N:9]=2)[CH:21]=[CH:20][CH:19]=1)#[N:18], predict the reactants needed to synthesize it. The reactants are: [CH3:1][O:2][C:3]1[C:4]([O:23][CH3:24])=[CH:5][C:6]2[NH:12][C:11](=O)[CH2:10][N:9]=[C:8]([C:14]3[CH:15]=[C:16]([CH:19]=[CH:20][CH:21]=3)[C:17]#[N:18])[C:7]=2[CH:22]=1.P12(SP3(SP(SP(S3)(S1)=S)(=S)S2)=S)=[S:26].[Na+].[Cl-]. (10) Given the product [F:1][C:2]1[CH:3]=[C:4]([CH:13]2[CH2:18][N:17]([C:19]([N:35]3[CH2:40][CH2:39][S:38][CH2:37][CH2:36]3)=[O:21])[CH2:16][CH:15]([C:31]([O:33][CH3:34])=[O:32])[CH2:14]2)[CH:5]=[CH:6][C:7]=1[O:8][C:9]([F:11])([F:12])[F:10], predict the reactants needed to synthesize it. The reactants are: [F:1][C:2]1[CH:3]=[C:4]([CH:13]2[CH2:18][N:17]([C:19]([O:21]C3C=CC([N+]([O-])=O)=CC=3)=O)[CH2:16][CH:15]([C:31]([O:33][CH3:34])=[O:32])[CH2:14]2)[CH:5]=[CH:6][C:7]=1[O:8][C:9]([F:12])([F:11])[F:10].[NH:35]1[CH2:40][CH2:39][S:38][CH2:37][CH2:36]1.C(N(CC)C(C)C)(C)C.CN1CCCC1=O.